Dataset: NCI-60 drug combinations with 297,098 pairs across 59 cell lines. Task: Regression. Given two drug SMILES strings and cell line genomic features, predict the synergy score measuring deviation from expected non-interaction effect. (1) Cell line: NCI-H460. Drug 1: C1CN(P(=O)(OC1)NCCCl)CCCl. Drug 2: CC12CCC3C(C1CCC2OP(=O)(O)O)CCC4=C3C=CC(=C4)OC(=O)N(CCCl)CCCl.[Na+]. Synergy scores: CSS=2.58, Synergy_ZIP=-0.111, Synergy_Bliss=2.94, Synergy_Loewe=-1.76, Synergy_HSA=0.546. (2) Drug 1: C1CN1C2=NC(=NC(=N2)N3CC3)N4CC4. Drug 2: CC(CN1CC(=O)NC(=O)C1)N2CC(=O)NC(=O)C2. Cell line: LOX IMVI. Synergy scores: CSS=43.6, Synergy_ZIP=-2.44, Synergy_Bliss=-4.17, Synergy_Loewe=-14.9, Synergy_HSA=-2.84. (3) Drug 1: CC1=C2C(C(=O)C3(C(CC4C(C3C(C(C2(C)C)(CC1OC(=O)C(C(C5=CC=CC=C5)NC(=O)OC(C)(C)C)O)O)OC(=O)C6=CC=CC=C6)(CO4)OC(=O)C)OC)C)OC. Drug 2: C1C(C(OC1N2C=NC3=C(N=C(N=C32)Cl)N)CO)O. Cell line: HCT-15. Synergy scores: CSS=73.4, Synergy_ZIP=19.0, Synergy_Bliss=18.3, Synergy_Loewe=-5.02, Synergy_HSA=20.4. (4) Cell line: OVCAR-5. Synergy scores: CSS=46.8, Synergy_ZIP=-2.53, Synergy_Bliss=-3.87, Synergy_Loewe=2.74, Synergy_HSA=3.39. Drug 2: CC1C(C(CC(O1)OC2CC(CC3=C2C(=C4C(=C3O)C(=O)C5=CC=CC=C5C4=O)O)(C(=O)C)O)N)O. Drug 1: CC1CCC2CC(C(=CC=CC=CC(CC(C(=O)C(C(C(=CC(C(=O)CC(OC(=O)C3CCCCN3C(=O)C(=O)C1(O2)O)C(C)CC4CCC(C(C4)OC)OCCO)C)C)O)OC)C)C)C)OC.